This data is from Reaction yield outcomes from USPTO patents with 853,638 reactions. The task is: Predict the reaction yield, written as a fraction of the theoretical maximum amount of product (1.0 means a 100% yield; for example, 0.34 means a 34% yield). (1) The reactants are [CH2:1]([C:3]1[CH:4]=[C:5]([CH:8]=[CH:9][CH:10]=1)[C:6]#[N:7])[CH3:2].Cl.[NH2:12][OH:13].[OH-].[Na+]. The catalyst is C(O)C. The product is [CH2:1]([C:3]1[CH:4]=[C:5]([CH:8]=[CH:9][CH:10]=1)[C:6]([NH:12][OH:13])=[NH:7])[CH3:2]. The yield is 0.460. (2) The reactants are [CH3:1][O:2][CH2:3][C@H:4]1[N:8]([C:9]([O:11][C:12]([CH3:15])(C)C)=[O:10])[CH2:7][C@@H:6]([C:16](O)=O)[CH2:5]1.[CH2:19](Br)[C:20]1C=C[CH:23]=[CH:22][CH:21]=1.C[N:28](C=O)C. No catalyst specified. The product is [CH3:1][O:2][CH2:3][C@H:4]1[N:8]([C:9]([O:11][CH2:12][C:15]2[CH:23]=[CH:22][CH:21]=[CH:20][CH:19]=2)=[O:10])[CH2:7][C@@H:6]([C:16]#[N:28])[CH2:5]1. The yield is 0.850. (3) The reactants are [Br:1][C:2]1[C:3]([OH:13])=[C:4]([CH:7]=[C:8]([Br:12])[C:9]=1[O:10][CH3:11])[CH:5]=O.C(=O)([O-])[O-].[K+].[K+].Br[CH2:21][C:22]([O:24][CH2:25][CH3:26])=[O:23]. The catalyst is CN(C=O)C. The product is [Br:12][C:8]1[C:9]([O:10][CH3:11])=[C:2]([Br:1])[C:3]2[O:13][C:21]([C:22]([O:24][CH2:25][CH3:26])=[O:23])=[CH:5][C:4]=2[CH:7]=1. The yield is 0.790. (4) The product is [Cl:1][C:2]1[CH:7]=[C:6]([Cl:8])[CH:5]=[C:4]([CH3:9])[C:3]=1[N:10]1[C:11]2=[N:12][C:13]3[C:14](=[C:19]([C:23]([O:25][CH3:26])=[O:24])[CH:20]=[CH:21][CH:22]=3)[N:15]2[CH2:16][CH2:17]1. The catalyst is O. The yield is 0.890. The reactants are [Cl:1][C:2]1[CH:7]=[C:6]([Cl:8])[CH:5]=[C:4]([CH3:9])[C:3]=1[NH:10][C:11]1[N:15]([CH2:16][CH2:17]O)[C:14]2[C:19]([C:23]([O:25][CH3:26])=[O:24])=[CH:20][CH:21]=[CH:22][C:13]=2[N:12]=1.C(N(CC)CC)C.CS(Cl)(=O)=O. (5) The catalyst is ClCCl. The reactants are [NH2:1][C:2]1[CH:3]=[C:4]([C:8]2[CH:13]=[CH:12][C:11]([CH:14]([N:22]([CH3:39])[C:23](=[O:38])[CH2:24][N:25]3[C:30]4[CH:31]=[C:32]([Cl:36])[C:33]([Cl:35])=[CH:34][C:29]=4[O:28][CH2:27][C:26]3=[O:37])[CH2:15][N:16]3[CH2:21][CH2:20][O:19][CH2:18][CH2:17]3)=[CH:10][CH:9]=2)[CH:5]=[CH:6][CH:7]=1.[CH2:40]([S:42](Cl)(=[O:44])=[O:43])[CH3:41].C(N(CC)CC)C. The product is [Cl:36][C:32]1[C:33]([Cl:35])=[CH:34][C:29]2[O:28][CH2:27][C:26](=[O:37])[N:25]([CH2:24][C:23]([N:22]([CH:14]([C:11]3[CH:12]=[CH:13][C:8]([C:4]4[CH:5]=[CH:6][CH:7]=[C:2]([NH:1][S:42]([CH2:40][CH3:41])(=[O:44])=[O:43])[CH:3]=4)=[CH:9][CH:10]=3)[CH2:15][N:16]3[CH2:17][CH2:18][O:19][CH2:20][CH2:21]3)[CH3:39])=[O:38])[C:30]=2[CH:31]=1. The yield is 0.330.